From a dataset of Catalyst prediction with 721,799 reactions and 888 catalyst types from USPTO. Predict which catalyst facilitates the given reaction. (1) The catalyst class is: 2. Reactant: [CH2:1]([O:8][C:9]1[CH:10]=[C:11]([CH2:17][CH:18]([NH:22][CH:23]=O)[CH:19]([CH3:21])[CH3:20])[CH:12]=[CH:13][C:14]=1[O:15][CH3:16])[C:2]1[CH:7]=[CH:6][CH:5]=[CH:4][CH:3]=1.O=P(Cl)(Cl)Cl.O.N. Product: [CH2:1]([O:8][C:9]1[CH:10]=[C:11]2[C:12](=[CH:13][C:14]=1[O:15][CH3:16])[CH:23]=[N:22][CH:18]([CH:19]([CH3:20])[CH3:21])[CH2:17]2)[C:2]1[CH:3]=[CH:4][CH:5]=[CH:6][CH:7]=1. (2) Reactant: [H-].[Na+].[C:3]([C:5]1[CH:10]=[CH:9][C:8]([NH:11][C:12](=[O:18])[O:13][C:14]([CH3:17])([CH3:16])[CH3:15])=[CH:7][CH:6]=1)#[N:4].Cl.ClCC[C:23]1[NH:24][CH:25]=[CH:26][CH:27]=1.[Cl-].[NH4+].[C:30](OCC)(=O)[CH3:31]. Product: [C:3]([C:5]1[CH:6]=[CH:7][C:8]([N:11]([CH2:30][CH2:31][N:24]2[CH2:23][CH2:27][CH2:26][CH2:25]2)[C:12](=[O:18])[O:13][C:14]([CH3:15])([CH3:17])[CH3:16])=[CH:9][CH:10]=1)#[N:4]. The catalyst class is: 35.